Dataset: Reaction yield outcomes from USPTO patents with 853,638 reactions. Task: Predict the reaction yield, written as a fraction of the theoretical maximum amount of product (1.0 means a 100% yield; for example, 0.34 means a 34% yield). (1) The reactants are Br[CH:2]([CH:8]([CH3:10])[CH3:9])[C:3]([O:5][CH2:6][CH3:7])=[O:4].[CH3:11][O:12][C:13]1[CH:18]=[CH:17][C:16]([SH:19])=[CH:15][CH:14]=1. No catalyst specified. The product is [CH2:6]([O:5][C:3](=[O:4])[CH:2]([S:19][C:16]1[CH:17]=[CH:18][C:13]([O:12][CH3:11])=[CH:14][CH:15]=1)[CH:8]([CH3:10])[CH3:9])[CH3:7]. The yield is 0.990. (2) The reactants are [F:1][C:2]1[CH:7]=[CH:6][CH:5]=[C:4]([F:8])[C:3]=1[N:9]1[C:14]2[N:15]=[C:16](S(C)=O)[N:17]=[C:18]([C:19]3[CH:20]=[C:21]([CH:28]=[CH:29][C:30]=3[CH3:31])[C:22]([NH:24][CH:25]([CH3:27])[CH3:26])=[O:23])[C:13]=2[CH2:12][NH:11][C:10]1=[O:35].C(Cl)(Cl)Cl.[NH:40]1[CH2:45][CH2:44][CH:43]([N:46]2[CH2:51][CH2:50][O:49][CH2:48][CH2:47]2)[CH2:42][CH2:41]1.C(N(CC)C(C)C)(C)C. The catalyst is C1COCC1. The product is [F:1][C:2]1[CH:7]=[CH:6][CH:5]=[C:4]([F:8])[C:3]=1[N:9]1[C:14]2[N:15]=[C:16]([N:40]3[CH2:45][CH2:44][CH:43]([N:46]4[CH2:51][CH2:50][O:49][CH2:48][CH2:47]4)[CH2:42][CH2:41]3)[N:17]=[C:18]([C:19]3[CH:20]=[C:21]([CH:28]=[CH:29][C:30]=3[CH3:31])[C:22]([NH:24][CH:25]([CH3:27])[CH3:26])=[O:23])[C:13]=2[CH2:12][NH:11][C:10]1=[O:35]. The yield is 0.940. (3) The reactants are [H-].[Al+3].[Li+].[H-].[H-].[H-].[CH3:7][O:8][C:9]1[CH:10]=[C:11]([CH:15]=[C:16]([O:18][CH3:19])[CH:17]=1)[C:12](O)=[O:13]. The catalyst is C1COCC1. The product is [CH3:19][O:18][C:16]1[CH:15]=[C:11]([CH:10]=[C:9]([O:8][CH3:7])[CH:17]=1)[CH2:12][OH:13]. The yield is 0.970. (4) The reactants are Br[C:2]1[CH:3]=[C:4]([C:8]2[CH:20]=[CH:19][C:11]3[NH:12][C:13](=[O:18])[O:14][C:15]([CH3:17])([CH3:16])[C:10]=3[CH:9]=2)[CH:5]=[CH:6][CH:7]=1.C([Sn](CCCC)(CCCC)[C:26]1[S:27][CH:28]=[CH:29][N:30]=1)CCC. The catalyst is CN(C=O)C. The product is [CH3:16][C:15]1([CH3:17])[O:14][C:13](=[O:18])[NH:12][C:11]2[CH:19]=[CH:20][C:8]([C:4]3[CH:5]=[CH:6][CH:7]=[C:2]([C:26]4[S:27][CH:28]=[CH:29][N:30]=4)[CH:3]=3)=[CH:9][C:10]1=2. The yield is 0.230. (5) The reactants are F[C:2]1[C:7]([C:8]([OH:10])=O)=[CH:6][C:5]([F:11])=[CH:4][N:3]=1.C(Cl)(=O)C(Cl)=O.C(N(CC)C(C)C)(C)C.Cl.[Cl:28][C:29]1[CH:30]=[C:31]([CH2:35][CH2:36][O:37][CH2:38][C:39]([NH2:41])=[NH:40])[CH:32]=[CH:33][CH:34]=1. The catalyst is C(Cl)Cl.CN(C=O)C. The product is [Cl:28][C:29]1[CH:30]=[C:31]([CH2:35][CH2:36][O:37][CH2:38][C:39]2[NH:41][C:8](=[O:10])[C:7]3[CH:6]=[C:5]([F:11])[CH:4]=[N:3][C:2]=3[N:40]=2)[CH:32]=[CH:33][CH:34]=1. The yield is 0.220. (6) The product is [C:14]([O:13][C:11]([N:18]1[CH2:23][CH2:22][CH:21]([NH:1][CH2:2][CH:3]([OH:4])[C:5]2[CH:10]=[CH:9][CH:8]=[CH:7][N:6]=2)[CH2:20][CH2:19]1)=[O:12])([CH3:17])([CH3:15])[CH3:16]. The catalyst is ClCCCl. The reactants are [NH2:1][CH2:2][CH:3]([C:5]1[CH:10]=[CH:9][CH:8]=[CH:7][N:6]=1)[OH:4].[C:11]([N:18]1[CH2:23][CH2:22][CH2:21][CH2:20][C:19]1=O)([O:13][C:14]([CH3:17])([CH3:16])[CH3:15])=[O:12].C(O)(=O)C.[Na]. The yield is 0.900.